From a dataset of Catalyst prediction with 721,799 reactions and 888 catalyst types from USPTO. Predict which catalyst facilitates the given reaction. Reactant: C(OC([NH:8][CH2:9][CH2:10][CH2:11][CH2:12][CH2:13][C:14](O)=[O:15])=O)(C)(C)C.CN(C(ON1N=NC2C=CC=NC1=2)=[N+](C)C)C.F[P-](F)(F)(F)(F)F.C([O:43][C:44](=[O:72])[C@H:45]([NH2:71])[CH2:46][C@H:47]([NH:63][C:64]([C:66]1[N:67]=[N:68][NH:69][CH:70]=1)=[O:65])[CH2:48][C:49]1[CH:54]=[CH:53][C:52]([C:55]2[CH:60]=[C:59]([Cl:61])[CH:58]=[CH:57][C:56]=2[F:62])=[CH:51][CH:50]=1)C.CCN(C(C)C)C(C)C.Cl.O1CCOCC1. Product: [NH2:8][CH2:9][CH2:10][CH2:11][CH2:12][CH2:13][C:14]([NH:71][C@H:45]([CH2:46][C@H:47]([NH:63][C:64]([C:66]1[N:67]=[N:68][NH:69][CH:70]=1)=[O:65])[CH2:48][C:49]1[CH:50]=[CH:51][C:52]([C:55]2[CH:60]=[C:59]([Cl:61])[CH:58]=[CH:57][C:56]=2[F:62])=[CH:53][CH:54]=1)[C:44]([OH:43])=[O:72])=[O:15]. The catalyst class is: 3.